Predict which catalyst facilitates the given reaction. From a dataset of Catalyst prediction with 721,799 reactions and 888 catalyst types from USPTO. The catalyst class is: 39. Reactant: [F:1][C:2]1[CH:3]=[C:4]([OH:11])[CH:5]=[CH:6][C:7]=1[N+:8]([O-:10])=[O:9].C(=O)([O-])[O-].[Cs+].[Cs+].[CH2:18](Br)[C:19]1[CH:24]=[CH:23][CH:22]=[CH:21][CH:20]=1. Product: [F:1][C:2]1[CH:3]=[C:4]([O:11][CH2:18][C:19]2[CH:24]=[CH:23][CH:22]=[CH:21][CH:20]=2)[CH:5]=[CH:6][C:7]=1[N+:8]([O-:10])=[O:9].